Predict the product of the given reaction. From a dataset of Forward reaction prediction with 1.9M reactions from USPTO patents (1976-2016). Given the reactants [Si:1]([C:8]1[S:9][C:10]([C:13]2([OH:29])[CH2:18][CH2:17][N:16](C(OCC3C=CC=CC=3)=O)[CH2:15][CH2:14]2)=[CH:11][N:12]=1)([C:4]([CH3:7])([CH3:6])[CH3:5])([CH3:3])[CH3:2].[H][H], predict the reaction product. The product is: [Si:1]([C:8]1[S:9][C:10]([C:13]2([OH:29])[CH2:18][CH2:17][NH:16][CH2:15][CH2:14]2)=[CH:11][N:12]=1)([C:4]([CH3:7])([CH3:5])[CH3:6])([CH3:2])[CH3:3].